From a dataset of Full USPTO retrosynthesis dataset with 1.9M reactions from patents (1976-2016). Predict the reactants needed to synthesize the given product. (1) Given the product [ClH:58].[O:14]1[C:18]2[CH:19]=[CH:20][C:21]([CH:23]([CH2:30][C:31]3[O:35][N:34]=[C:33]([CH2:36][CH2:37][CH2:38][CH2:39][NH:13][C:9]4[CH:8]=[C:7]([N:1]5[CH2:2][CH2:3][CH2:4][CH2:5][CH2:6]5)[CH:12]=[CH:11][N:10]=4)[N:32]=3)[CH2:24][C:25]([OH:27])=[O:26])=[CH:22][C:17]=2[O:16][CH2:15]1, predict the reactants needed to synthesize it. The reactants are: [N:1]1([C:7]2[CH:12]=[CH:11][N:10]=[C:9]([NH2:13])[CH:8]=2)[CH2:6][CH2:5][CH2:4][CH2:3][CH2:2]1.[O:14]1[C:18]2[CH:19]=[CH:20][C:21]([C@H:23]([CH2:30][C:31]3[O:35][N:34]=[C:33]([CH2:36][CH2:37][CH2:38][CH2:39]C=O)[N:32]=3)[CH2:24][C:25]([O:27]CC)=[O:26])=[CH:22][C:17]=2[O:16][CH2:15]1.C(O[BH-](OC(=O)C)OC(=O)C)(=O)C.[Na+].[Li+].[OH-].[ClH:58]. (2) Given the product [F:44][CH2:36][C:33]1[CH:32]=[C:31]([C:24]2[C:25]3[C:30](=[CH:29][CH:28]=[CH:27][CH:26]=3)[C:21]([NH:20][C:17]3[CH:18]=[CH:19][C:14]([O:13][C:7]4[C:6]5[C:11](=[CH:12][C:3]([O:2][CH3:1])=[CH:4][N:5]=5)[N:10]=[CH:9][CH:8]=4)=[CH:15][CH:16]=3)=[N:22][N:23]=2)[S:35][CH:34]=1, predict the reactants needed to synthesize it. The reactants are: [CH3:1][O:2][C:3]1[CH:12]=[C:11]2[C:6]([C:7]([O:13][C:14]3[CH:19]=[CH:18][C:17]([NH:20][C:21]4[C:30]5[C:25](=[CH:26][CH:27]=[CH:28][CH:29]=5)[C:24]([C:31]5[S:35][CH:34]=[C:33]([CH2:36]O)[CH:32]=5)=[N:23][N:22]=4)=[CH:16][CH:15]=3)=[CH:8][CH:9]=[N:10]2)=[N:5][CH:4]=1.C(N(S(F)(F)[F:44])CC)C.C([O-])(O)=O.[Na+]. (3) Given the product [CH2:1]([O:3][C:4]1[CH:36]=[CH:35][CH:34]=[CH:33][C:5]=1[O:6][C@@H:7]1[CH2:12][CH2:11][CH2:10][N:9]([C:13]2[N:14]=[CH:15][C:16]([C:19]([NH:21][CH2:22][C:23]3[CH:24]=[C:25]([CH:30]=[CH:31][CH:32]=3)[C:26]([OH:28])=[O:27])=[O:20])=[CH:17][N:18]=2)[CH2:8]1)[CH3:2], predict the reactants needed to synthesize it. The reactants are: [CH2:1]([O:3][C:4]1[CH:36]=[CH:35][CH:34]=[CH:33][C:5]=1[O:6][C@@H:7]1[CH2:12][CH2:11][CH2:10][N:9]([C:13]2[N:18]=[CH:17][C:16]([C:19]([NH:21][CH2:22][C:23]3[CH:24]=[C:25]([CH:30]=[CH:31][CH:32]=3)[C:26]([O:28]C)=[O:27])=[O:20])=[CH:15][N:14]=2)[CH2:8]1)[CH3:2].[OH-].[Li+].O.C(OCC)(=O)C.